From a dataset of Forward reaction prediction with 1.9M reactions from USPTO patents (1976-2016). Predict the product of the given reaction. (1) Given the reactants [Br:1][C:2]1[CH:10]=[C:9]2[C:5]([C:6]([N:11]([CH3:19])[C:12](=[O:18])[O:13][C:14]([CH3:17])([CH3:16])[CH3:15])=[CH:7][NH:8]2)=[CH:4][CH:3]=1.[H-].[Na+].[N:22]1[CH:27]=[CH:26][CH:25]=[C:24]([S:28](Cl)(=[O:30])=[O:29])[CH:23]=1.O, predict the reaction product. The product is: [Br:1][C:2]1[CH:10]=[C:9]2[C:5]([C:6]([N:11]([CH3:19])[C:12](=[O:18])[O:13][C:14]([CH3:15])([CH3:16])[CH3:17])=[CH:7][N:8]2[S:28]([C:24]2[CH:23]=[N:22][CH:27]=[CH:26][CH:25]=2)(=[O:30])=[O:29])=[CH:4][CH:3]=1. (2) Given the reactants [N+:1]([C:4]1[CH:26]=[CH:25][C:7]([NH:8][CH2:9][CH2:10][C:11]2[N:16]=[C:15]([NH:17][C:18](=[O:24])[O:19][C:20]([CH3:23])([CH3:22])[CH3:21])[CH:14]=[CH:13][CH:12]=2)=[CH:6][CH:5]=1)([O-])=O.[H][H], predict the reaction product. The product is: [NH2:1][C:4]1[CH:26]=[CH:25][C:7]([NH:8][CH2:9][CH2:10][C:11]2[N:16]=[C:15]([NH:17][C:18](=[O:24])[O:19][C:20]([CH3:22])([CH3:21])[CH3:23])[CH:14]=[CH:13][CH:12]=2)=[CH:6][CH:5]=1.